This data is from Reaction yield outcomes from USPTO patents with 853,638 reactions. The task is: Predict the reaction yield, written as a fraction of the theoretical maximum amount of product (1.0 means a 100% yield; for example, 0.34 means a 34% yield). (1) The product is [NH2:1][C:2]1[N:6]([CH3:7])[C:5](=[O:8])[C:4]([C:16]2[CH:21]=[CH:20][C:19]([F:22])=[C:18]([C:25]3[CH:26]=[N:27][CH:28]=[N:29][CH:30]=3)[CH:17]=2)([C:9]2[CH:14]=[CH:13][C:12]([OH:15])=[CH:11][CH:10]=2)[N:3]=1. The reactants are [NH2:1][C:2]1[N:6]([CH3:7])[C:5](=[O:8])[C:4]([C:16]2[CH:21]=[CH:20][C:19]([F:22])=[C:18](Br)[CH:17]=2)([C:9]2[CH:14]=[CH:13][C:12]([OH:15])=[CH:11][CH:10]=2)[N:3]=1.Br[C:25]1[CH:26]=[N:27][CH:28]=[N:29][CH:30]=1. The yield is 0.770. No catalyst specified. (2) The reactants are [N:1]1[CH:6]=[CH:5][C:4]([CH2:7][NH:8][C:9](=[O:20])[NH:10][O:11][CH2:12][C:13]([O:15]C(C)(C)C)=[O:14])=[CH:3][CH:2]=1.Cl.O1CCOCC1. The catalyst is O1CCCC1. The product is [N:1]1[CH:6]=[CH:5][C:4]([CH2:7][NH:8][C:9](=[O:20])[NH:10][O:11][CH2:12][C:13]([OH:15])=[O:14])=[CH:3][CH:2]=1. The yield is 1.00. (3) The reactants are Cl[C:2]1[CH:9]=[CH:8][C:5]([C:6]#[N:7])=[CH:4][C:3]=1[N+:10]([O-:12])=[O:11].[C:13]([NH:20][CH:21]1[CH2:26][CH2:25][CH2:24][NH:23][CH2:22]1)([O:15][C:16]([CH3:19])([CH3:18])[CH3:17])=[O:14].CCN(C(C)C)C(C)C. No catalyst specified. The product is [C:6]([C:5]1[CH:8]=[CH:9][C:2]([N:23]2[CH2:24][CH2:25][CH2:26][CH:21]([NH:20][C:13](=[O:14])[O:15][C:16]([CH3:18])([CH3:17])[CH3:19])[CH2:22]2)=[C:3]([N+:10]([O-:12])=[O:11])[CH:4]=1)#[N:7]. The yield is 0.950. (4) The reactants are [NH:1]1[C:9]2[C:4](=[CH:5][CH:6]=[CH:7][CH:8]=2)[C:3]([C:10]([OH:12])=O)=[N:2]1.C(N1C=CN=C1)(N1C=CN=C1)=O.Cl.[CH3:26][NH:27][O:28][CH3:29]. The catalyst is CN(C=O)C. The product is [CH3:29][O:28][N:27]([CH3:26])[C:10]([C:3]1[C:4]2[C:9](=[CH:8][CH:7]=[CH:6][CH:5]=2)[NH:1][N:2]=1)=[O:12]. The yield is 0.790. (5) The reactants are Br[C:2]1[N:6]([C:7]2[C:12]([Cl:13])=[CH:11][C:10]([C:14]([F:17])([F:16])[F:15])=[CH:9][C:8]=2[Cl:18])[N:5]=[C:4]([C:19]#[N:20])[C:3]=1[S:21]([C:24]([F:27])([F:26])[F:25])(=[O:23])=[O:22].[CH2:28]([S:30][CH2:31][CH2:32][CH2:33][NH2:34])[CH3:29].C(=O)([O-])[O-].[K+].[K+].O. The catalyst is O1CCOCC1.CN(C)C=O.ClCCl. The product is [Cl:18][C:8]1[CH:9]=[C:10]([C:14]([F:17])([F:16])[F:15])[CH:11]=[C:12]([Cl:13])[C:7]=1[N:6]1[C:2]([NH:34][CH2:33][CH2:32][CH2:31][S:30][CH2:28][CH3:29])=[C:3]([S:21]([C:24]([F:27])([F:26])[F:25])(=[O:23])=[O:22])[C:4]([C:19]#[N:20])=[N:5]1. The yield is 0.860. (6) The reactants are Br[C:2]1[CH:3]=[C:4]([CH:8]([N:12]2[CH:16]=[C:15]([C:17]3[C:18]4[CH:25]=[CH:24][N:23]([CH2:26][O:27][CH2:28][CH2:29][Si:30]([CH3:33])([CH3:32])[CH3:31])[C:19]=4[N:20]=[CH:21][N:22]=3)[CH:14]=[N:13]2)[CH2:9][C:10]#[N:11])[CH:5]=[N:6][CH:7]=1.O1CCOCC1.[C:40]1(B(O)O)[CH:45]=[CH:44][CH:43]=[CH:42][CH:41]=1.C(=O)(O)[O-].[Na+].O. The catalyst is C1C=CC([P]([Pd]([P](C2C=CC=CC=2)(C2C=CC=CC=2)C2C=CC=CC=2)([P](C2C=CC=CC=2)(C2C=CC=CC=2)C2C=CC=CC=2)[P](C2C=CC=CC=2)(C2C=CC=CC=2)C2C=CC=CC=2)(C2C=CC=CC=2)C2C=CC=CC=2)=CC=1. The product is [C:40]1([C:2]2[CH:3]=[C:4]([CH:8]([N:12]3[CH:16]=[C:15]([C:17]4[C:18]5[CH:25]=[CH:24][N:23]([CH2:26][O:27][CH2:28][CH2:29][Si:30]([CH3:33])([CH3:32])[CH3:31])[C:19]=5[N:20]=[CH:21][N:22]=4)[CH:14]=[N:13]3)[CH2:9][C:10]#[N:11])[CH:5]=[N:6][CH:7]=2)[CH:45]=[CH:44][CH:43]=[CH:42][CH:41]=1. The yield is 0.800. (7) The reactants are [CH:1]1([N:7]([CH2:19][CH3:20])[C:8](=O)[CH2:9][CH2:10][C:11]2[CH:16]=[CH:15][C:14]([F:17])=[CH:13][CH:12]=2)[CH2:6][CH2:5][CH2:4][CH2:3][CH2:2]1.[H-].[Al+3].[Li+].[H-].[H-].[H-].O.O.O.O.O.O.O.O.O.O.S([O-])([O-])(=O)=O.[Na+].[Na+]. The catalyst is O1CCCC1. The product is [F:17][C:14]1[CH:13]=[CH:12][C:11]([CH2:10][CH2:9][CH2:8][N:7]([CH:1]2[CH2:2][CH2:3][CH2:4][CH2:5][CH2:6]2)[CH2:19][CH3:20])=[CH:16][CH:15]=1. The yield is 0.563.